From a dataset of Full USPTO retrosynthesis dataset with 1.9M reactions from patents (1976-2016). Predict the reactants needed to synthesize the given product. (1) Given the product [CH:1]1([C:4]2[C:5]([N:24]([CH2:29][CH2:30][CH:31]([CH3:33])[CH3:32])[S:25]([CH3:28])(=[O:27])=[O:26])=[CH:6][C:7]3[O:11][C:10]([C:12]4[CH:17]=[CH:16][C:15]([F:18])=[CH:14][CH:13]=4)=[C:9]([C:19](=[NH:20])[NH2:21])[C:8]=3[CH:23]=2)[CH2:2][CH2:3]1, predict the reactants needed to synthesize it. The reactants are: [CH:1]1([C:4]2[C:5]([N:24]([CH2:29][CH2:30][CH:31]([CH3:33])[CH3:32])[S:25]([CH3:28])(=[O:27])=[O:26])=[CH:6][C:7]3[O:11][C:10]([C:12]4[CH:17]=[CH:16][C:15]([F:18])=[CH:14][CH:13]=4)=[C:9](/[C:19](=[N:21]/O)/[NH2:20])[C:8]=3[CH:23]=2)[CH2:3][CH2:2]1.C([O-])=O.[NH4+].CO.C(Cl)Cl. (2) Given the product [C:20]([C:19]1[CH:18]=[CH:17][C:24]([CH3:25])=[C:23]([C:2]#[C:1][C:3]2[CH:8]=[CH:7][C:6]([CH2:9][CH2:10][C:11]([O:13][CH3:14])=[O:12])=[C:5]([F:15])[CH:4]=2)[CH:22]=1)#[N:21], predict the reactants needed to synthesize it. The reactants are: [C:1]([C:3]1[CH:8]=[CH:7][C:6]([CH2:9][CH2:10][C:11]([O:13][CH3:14])=[O:12])=[C:5]([F:15])[CH:4]=1)#[CH:2].I[C:17]1[CH:18]=[C:19]([CH:22]=[CH:23][C:24]=1[CH3:25])[C:20]#[N:21]. (3) Given the product [Cl:21][C:22]1[CH:23]=[CH:24][C:25]([CH2:26][C@@H:27]([NH:28][CH:29]2[CH2:34][CH2:33][N:32]([C:35]([O:37][C:38]([CH3:39])([CH3:41])[CH3:40])=[O:36])[CH2:31][CH2:30]2)[C:42]([N:18]2[CH2:19][CH2:20][CH:15]([N:7]([CH:1]3[CH2:2][CH2:3][CH2:4][CH2:5][CH2:6]3)[C:8](=[O:14])[CH:9]([CH2:12][CH3:13])[CH2:10][CH3:11])[CH2:16][CH2:17]2)=[O:43])=[CH:45][CH:46]=1, predict the reactants needed to synthesize it. The reactants are: [CH:1]1([N:7]([CH:15]2[CH2:20][CH2:19][NH:18][CH2:17][CH2:16]2)[C:8](=[O:14])[CH:9]([CH2:12][CH3:13])[CH2:10][CH3:11])[CH2:6][CH2:5][CH2:4][CH2:3][CH2:2]1.[Cl:21][C:22]1[CH:46]=[CH:45][C:25]([CH2:26][C@H:27]([C:42](O)=[O:43])[NH:28][CH:29]2[CH2:34][CH2:33][N:32]([C:35]([O:37][C:38]([CH3:41])([CH3:40])[CH3:39])=[O:36])[CH2:31][CH2:30]2)=[CH:24][CH:23]=1.OC1C2N=NNC=2C=CC=1.Cl.CN(C)CCCN=C=NCC.C(N(C(C)C)CC)(C)C. (4) Given the product [CH3:1][O:2][C:3]1[CH:8]=[CH:7][CH:6]=[CH:5][C:4]=1[CH:9]=[CH:10][C:11]([NH:21][CH:17]([CH2:18][CH2:19][CH3:20])[CH2:16][CH2:15][CH3:14])=[O:13], predict the reactants needed to synthesize it. The reactants are: [CH3:1][O:2][C:3]1[CH:8]=[CH:7][CH:6]=[CH:5][C:4]=1[CH:9]=[CH:10][C:11]([OH:13])=O.[CH3:14][CH2:15][CH2:16][CH:17]([NH2:21])[CH2:18][CH2:19][CH3:20]. (5) Given the product [Br:1][C:17]1[C:18]2[C:23](=[CH:22][C:21]([N:24]3[CH2:25][CH2:26][N:27]([C:30]([O:32][C:33]([CH3:36])([CH3:35])[CH3:34])=[O:31])[CH2:28][CH2:29]3)=[CH:20][CH:19]=2)[N:15]([C:12]2[CH:11]=[CH:10][N:9]=[CH:14][CH:13]=2)[CH:16]=1, predict the reactants needed to synthesize it. The reactants are: [Br:1]N1C(=O)CCC1=O.[N:9]1[CH:14]=[CH:13][C:12]([N:15]2[C:23]3[C:18](=[CH:19][CH:20]=[C:21]([N:24]4[CH2:29][CH2:28][N:27]([C:30]([O:32][C:33]([CH3:36])([CH3:35])[CH3:34])=[O:31])[CH2:26][CH2:25]4)[CH:22]=3)[CH:17]=[CH:16]2)=[CH:11][CH:10]=1.N1C=CC=CC=1. (6) Given the product [I:1][C:2]1[CH:3]=[CH:4][C:5]([NH:12][C:19](=[O:25])[CH2:20][C:21]([O:23][CH3:24])=[O:22])=[C:6]([CH:11]=1)[C:7]([O:9][CH3:10])=[O:8], predict the reactants needed to synthesize it. The reactants are: [I:1][C:2]1[CH:11]=[C:6]([C:7]([O:9][CH3:10])=[O:8])[C:5]([NH2:12])=[CH:4][CH:3]=1.C(=O)(O)[O-].[Na+].Cl[C:19](=[O:25])[CH2:20][C:21]([O:23][CH3:24])=[O:22].